The task is: Regression. Given a peptide amino acid sequence and an MHC pseudo amino acid sequence, predict their binding affinity value. This is MHC class I binding data.. This data is from Peptide-MHC class I binding affinity with 185,985 pairs from IEDB/IMGT. (1) The peptide sequence is VSHFYFGAY. The MHC is HLA-A11:01 with pseudo-sequence HLA-A11:01. The binding affinity (normalized) is 0.342. (2) The peptide sequence is GANFPGLAK. The binding affinity (normalized) is 0.755. The MHC is HLA-A11:01 with pseudo-sequence HLA-A11:01. (3) The binding affinity (normalized) is 0.217. The peptide sequence is PLTLLIKTL. The MHC is HLA-A02:01 with pseudo-sequence HLA-A02:01. (4) The peptide sequence is NVDLTTMPTY. The MHC is HLA-A31:01 with pseudo-sequence HLA-A31:01. The binding affinity (normalized) is 0.164. (5) The peptide sequence is VRGGMVAPL. The MHC is HLA-A31:01 with pseudo-sequence HLA-A31:01. The binding affinity (normalized) is 0.0847. (6) The peptide sequence is TKAGMAQYL. The MHC is HLA-B46:01 with pseudo-sequence HLA-B46:01. The binding affinity (normalized) is 0.0847. (7) The binding affinity (normalized) is 0.0847. The MHC is HLA-A03:01 with pseudo-sequence HLA-A03:01. The peptide sequence is HPYVFCALL. (8) The peptide sequence is DLNRMPTDML. The MHC is HLA-A02:01 with pseudo-sequence HLA-A02:01. The binding affinity (normalized) is 0.0979. (9) The binding affinity (normalized) is 0.680. The MHC is HLA-A02:06 with pseudo-sequence HLA-A02:06. The peptide sequence is RVILAGPMPV.